From a dataset of Experimentally validated miRNA-target interactions with 360,000+ pairs, plus equal number of negative samples. Binary Classification. Given a miRNA mature sequence and a target amino acid sequence, predict their likelihood of interaction. (1) The miRNA is hsa-miR-4475 with sequence CAAGGGACCAAGCAUUCAUUAU. The protein sequence of the target gene is MSLLRSLRVFLVARTGSYPAGSLLRQSPQPRHTFYAGPRLSASASSKELLMKLRRKTGYSFVNCKKALETCGGDLKQAEIWLHKEAQKEGWSKAAKLQGRKTKEGLIGLLQEGNTTVLVEVNCETDFVSRNLKFQLLVQQVALGTMMHCQTLKDQPSAYSKGFLNSSELSGLPAGPDREGSLKDQLALAIGKLGENMILKRAAWVKVPSGFYVGSYVHGAMQSPSLHKLVLGKYGALVICETSEQKTNLEDVGRRLGQHVVGMAPLSVGSLDDEPGGEAETKMLSQPYLLDPSITLGQYV.... Result: 0 (no interaction). (2) The miRNA is hsa-miR-374c-5p with sequence AUAAUACAACCUGCUAAGUGCU. The protein sequence of the target gene is MMQGNKKCTDAFSDSSSIGSVLDDADREVSSLTDRAFRSLCISEDTSFHDSYLAVSPDITRQVFGTFHQRTVGHTQRKSGIWSQLPSQGTEHSGWAATFQQLPKYVQGEEKYPKTSPPPTPVQRRLEVPVSGLRSSNKPVSKVSTLIKSFDRTESQRCESRPTASKPPALKNPPKFAPLPENSVNFCFDSAFLTVRRVPAEVSNTHQNSYQPGRKHGEQESSKNPEMACHGSSSFLPAANDTATLCESKFPSPHHKPVTGEPGRGKGTFLHSENSAFESWNAHQPKLLERKDTAGTVPES.... Result: 0 (no interaction). (3) The miRNA is hsa-miR-218-5p with sequence UUGUGCUUGAUCUAACCAUGU. The protein sequence of the target gene is MLGSSVKSVQPEVELSSGGGDEGADEPRGAGRKAAAADGRGMLPKRAKAPGGGGGMAKASAAELKVFKSGSVDSRVPGGPPASNLRKQKSLTNLSFLTDSEKKLQLYEPEWSDDMAKAPKGLGKVGSKGREAPLMSKTLSKSEHSLFQAKGSPAGGAKTPLAPLAPNLGKPSRIPRGPYAEVKPLSKAPEAAVSEDGKSDDELLSSKAKAQKSSGPVPSAKGQEERAFLKVDPELVVTVLGDLEQLLFSQMLDPESQRKRTVQNVLDLRQNLEETMSSLRGSQVTHSSLEMTCYDSDDAN.... Result: 1 (interaction). (4) The protein sequence of the target gene is MWGRTARRRCPRELRRGREALLVLLALLALAGLGSVLRAQRGAGAGAAEPGPPRTPRPGRREPVMPRPPVPANALGARGEAVRLQLQGEELRLQEESVRLHQINIYLSDRISLHRRLPERWNPLCKEKKYDYDNLPRTSVIIAFYNEAWSTLLRTVYSVLETSPDILLEEVILVDDYSDREHLKERLANELSGLPKVRLIRANKREGLVRARLLGASAARGDVLTFLDCHCECHEGWLEPLLQRIHEEESAVVCPVIDVIDWNTFEYLGNSGEPQIGGFDWRLVFTWHTVPERERIRMQS.... The miRNA is mmu-miR-124-5p with sequence CGUGUUCACAGCGGACCUUGAU. Result: 0 (no interaction). (5) The miRNA is mmu-miR-541-5p with sequence AAGGGAUUCUGAUGUUGGUCACACU. The protein sequence of the target gene is MASGVGAACEELPPDGTCDECEPDEAPGAEEVCRDCGFCYCRRHADAHRQKFLSHRLAAYVHGAQAWTPPASGGDDALPEDAEAKGEAEGEVESEVGEEESETEVDSESEEESETEEDSEDESDEESEEDSEEEMEDEQESEAEEDNQEEGESEAEGETEAESEFDPEIEMEAERVAKRKCPDHGLDLSTYCQEDRQLICVLCPVIGAHRGHQLSTLDEAFEELRSKDSGGLKAAMIELVERLKFKSSDPKVTRDQMKIFIQQEFKKVQKVIADEEQKALHLVDIQEAMATAHVTEILAD.... Result: 1 (interaction). (6) The miRNA is hsa-miR-548am-5p with sequence AAAAGUAAUUGCGGUUUUUGCC. The protein sequence of the target gene is MSYNYVVTAQKPTAVNGCVTGHFTSAEDLNLLIAKNTRLEIYVVTAEGLRPVKEVGMYGKIAVMELFRPKGESKDLLFILTAKYNACILEYKQSGESIDIITRAHGNVQDRIGRPSETGIIGIIDPECRMIGLRLYDGLFKVIPLDRDNKELKAFNIRLEELHVIDVKFLYGCQAPTICFVYQDPQGRHVKTYEVSLREKEFNKGPWKQENVEAEASMVIAVPEPFGGAIIIGQESITYHNGDKYLAIAPPIIKQSTIVCHNRVDPNGSRYLLGDMEGRLFMLLLEKEEQMDGTVTLKDL.... Result: 1 (interaction). (7) The miRNA is hsa-miR-762 with sequence GGGGCUGGGGCCGGGGCCGAGC. The protein sequence of the target gene is MGIELVCLFLLLLGRNDHVQGGCAWGGAESCSDCLLTGPHCAWCSQENFTHLSGAGERCDTPANLLAKGCQLPFIENPVSRIEVLQNKPLSVGRQKNSSDIVQIAPQSLVLKLRPGREQTLQVQVRQTEDYPVDLYYLMDLSASMDDDLNTIKELGSRLAKEMSKLTSNFRLGFGSFVEKPVSPFMKTTPEEITNPCSSIPYFCLPTFGFKHILPLTDDAERFNEIVRKQKISANIDTPEGGFDAIMQAAVCKEKIGWRNDSLHLLVFVSDADSHFGMDSKLAGIVIPNDGLCHLDHRNE.... Result: 0 (no interaction).